This data is from Full USPTO retrosynthesis dataset with 1.9M reactions from patents (1976-2016). The task is: Predict the reactants needed to synthesize the given product. (1) Given the product [C:17]1([C@H:23]([NH:25][C:2]2[CH:3]=[CH:4][C:5]3[N:6]([C:8]([C:11]4[CH:16]=[CH:15][N:14]=[CH:13][CH:12]=4)=[CH:9][N:10]=3)[N:7]=2)[CH3:24])[CH:22]=[CH:21][CH:20]=[CH:19][CH:18]=1, predict the reactants needed to synthesize it. The reactants are: Cl[C:2]1[CH:3]=[CH:4][C:5]2[N:6]([C:8]([C:11]3[CH:16]=[CH:15][N:14]=[CH:13][CH:12]=3)=[CH:9][N:10]=2)[N:7]=1.[C:17]1([C@H:23]([NH2:25])[CH3:24])[CH:22]=[CH:21][CH:20]=[CH:19][CH:18]=1.[Na].C1C=CC(P(C2C=CC3C(=CC=CC=3)C=2C2C3C(=CC=CC=3)C=CC=2P(C2C=CC=CC=2)C2C=CC=CC=2)C2C=CC=CC=2)=CC=1. (2) Given the product [CH2:2]([S:40]([C:15]1[C:16]([C:21]([N:23]([CH3:34])[C:24]2[CH:29]=[CH:28][C:27]([C:30]([F:33])([F:32])[F:31])=[CH:26][N:25]=2)=[O:22])=[N:17][CH:18]=[CH:19][CH:20]=1)(=[O:44])=[O:42])[CH3:3], predict the reactants needed to synthesize it. The reactants are: Cl[C:2]1C=CC=C(C(OO)=O)[CH:3]=1.C(S[C:15]1[C:16]([C:21]([N:23]([CH3:34])[C:24]2[CH:29]=[CH:28][C:27]([C:30]([F:33])([F:32])[F:31])=[CH:26][N:25]=2)=[O:22])=[N:17][CH:18]=[CH:19][CH:20]=1)C.C(=O)(O)[O-].[Na+].[S:40]([O-:44])([O-])(=[O:42])=S.[Na+].[Na+]. (3) The reactants are: C(OC([N:11]1[CH2:15][CH2:14][CH2:13][CH:12]1[CH:16]=[CH:17][CH2:18][OH:19])=O)C1C=CC=CC=1. Given the product [NH:11]1[CH2:15][CH2:14][CH2:13][CH:12]1[CH2:16][CH2:17][CH2:18][OH:19], predict the reactants needed to synthesize it.